Dataset: NCI-60 drug combinations with 297,098 pairs across 59 cell lines. Task: Regression. Given two drug SMILES strings and cell line genomic features, predict the synergy score measuring deviation from expected non-interaction effect. (1) Drug 1: CC1=C(C(=O)C2=C(C1=O)N3CC4C(C3(C2COC(=O)N)OC)N4)N. Drug 2: COCCOC1=C(C=C2C(=C1)C(=NC=N2)NC3=CC=CC(=C3)C#C)OCCOC. Cell line: OVCAR3. Synergy scores: CSS=45.8, Synergy_ZIP=-7.86, Synergy_Bliss=-6.22, Synergy_Loewe=3.95, Synergy_HSA=5.87. (2) Drug 2: CN1C=C(C=N1)C2=C3N=C(C(=C(N3N=C2)N)Br)C4CCCNC4. Synergy scores: CSS=64.7, Synergy_ZIP=3.12, Synergy_Bliss=-1.25, Synergy_Loewe=-0.723, Synergy_HSA=1.53. Drug 1: CC1=C2C(C(=O)C3(C(CC4C(C3C(C(C2(C)C)(CC1OC(=O)C(C(C5=CC=CC=C5)NC(=O)C6=CC=CC=C6)O)O)OC(=O)C7=CC=CC=C7)(CO4)OC(=O)C)O)C)OC(=O)C. Cell line: NCI-H460. (3) Synergy scores: CSS=50.7, Synergy_ZIP=-0.827, Synergy_Bliss=0.187, Synergy_Loewe=-13.2, Synergy_HSA=1.54. Drug 2: CC=C1C(=O)NC(C(=O)OC2CC(=O)NC(C(=O)NC(CSSCCC=C2)C(=O)N1)C(C)C)C(C)C. Cell line: TK-10. Drug 1: C1=C(C(=O)NC(=O)N1)N(CCCl)CCCl. (4) Drug 1: CC(C1=C(C=CC(=C1Cl)F)Cl)OC2=C(N=CC(=C2)C3=CN(N=C3)C4CCNCC4)N. Drug 2: CC1=C2C(C(=O)C3(C(CC4C(C3C(C(C2(C)C)(CC1OC(=O)C(C(C5=CC=CC=C5)NC(=O)OC(C)(C)C)O)O)OC(=O)C6=CC=CC=C6)(CO4)OC(=O)C)OC)C)OC. Cell line: SNB-75. Synergy scores: CSS=30.6, Synergy_ZIP=2.65, Synergy_Bliss=4.02, Synergy_Loewe=-12.2, Synergy_HSA=3.85.